From a dataset of Catalyst prediction with 721,799 reactions and 888 catalyst types from USPTO. Predict which catalyst facilitates the given reaction. (1) Reactant: [Cl:1][C:2]1[C:3]([OH:11])=[N:4][CH:5]=[C:6]([N+:8]([O-:10])=[O:9])[CH:7]=1.[C:12]([O-])([O-])=O.[K+].[K+].CI. Product: [Cl:1][C:2]1[C:3](=[O:11])[N:4]([CH3:12])[CH:5]=[C:6]([N+:8]([O-:10])=[O:9])[CH:7]=1. The catalyst class is: 3. (2) Product: [CH2:22]([C:2]1[CH:7]=[N:6][C:5]([N:8]2[CH2:9][CH2:10][N:11]([C:14]([O:16][CH2:17][CH2:20][CH2:30][CH3:31])=[O:15])[CH2:12][CH2:13]2)=[N:4][CH:3]=1)[C:23]1[CH:28]=[CH:27][CH:26]=[CH:25][CH:24]=1. Reactant: Br[C:2]1[CH:3]=[N:4][C:5]([N:8]2[CH2:13][CH2:12][N:11]([C:14]([O:16][C:17]([CH3:20])(C)C)=[O:15])[CH2:10][CH2:9]2)=[N:6][CH:7]=1.[Br-].[CH2:22]([Zn+])[C:23]1[CH:28]=[CH:27][CH:26]=[CH:25][CH:24]=1.[CH2:30]1COC[CH2:31]1. The catalyst class is: 535. (3) Reactant: [CH3:1][Si](Cl)(C)C.[NH:6]1[CH2:11][CH2:10][CH:9]([CH2:12][CH2:13][CH2:14][C:15]([OH:17])=[O:16])[CH2:8][CH2:7]1. Product: [CH3:1][O:16][C:15](=[O:17])[CH2:14][CH2:13][CH2:12][CH:9]1[CH2:10][CH2:11][NH:6][CH2:7][CH2:8]1. The catalyst class is: 5. (4) Reactant: [C:1]([Mg]Cl)([CH3:4])([CH3:3])[CH3:2].C([Mg]Cl)(C)C.[CH3:12][Si:13]([CH3:17])([O:15][CH3:16])Cl. Product: [C:1]([Si:13]([CH3:17])([CH3:12])[O:15][CH3:16])([CH3:4])([CH3:3])[CH3:2]. The catalyst class is: 247. (5) Reactant: [C:1]([O:5][C:6](=[O:23])[C@@H:7]([NH:13][C@@H](C1C=CC=CC=1)CO)[C@@H:8]([OH:12])[CH:9]([CH3:11])[CH3:10])([CH3:4])([CH3:3])[CH3:2]. Product: [C:1]([O:5][C:6](=[O:23])[C@@H:7]([NH2:13])[C@@H:8]([OH:12])[CH:9]([CH3:10])[CH3:11])([CH3:2])([CH3:4])[CH3:3]. The catalyst class is: 43.